Dataset: Merck oncology drug combination screen with 23,052 pairs across 39 cell lines. Task: Regression. Given two drug SMILES strings and cell line genomic features, predict the synergy score measuring deviation from expected non-interaction effect. Drug 1: O=P1(N(CCCl)CCCl)NCCCO1. Synergy scores: synergy=10.4. Drug 2: CCN(CC)CCNC(=O)c1c(C)[nH]c(C=C2C(=O)Nc3ccc(F)cc32)c1C. Cell line: DLD1.